From a dataset of Peptide-MHC class II binding affinity with 134,281 pairs from IEDB. Regression. Given a peptide amino acid sequence and an MHC pseudo amino acid sequence, predict their binding affinity value. This is MHC class II binding data. (1) The peptide sequence is FFTLGSITAQPVKID. The MHC is DRB5_0101 with pseudo-sequence DRB5_0101. The binding affinity (normalized) is 0.390. (2) The peptide sequence is EKKYFCATQFEPLAA. The MHC is HLA-DPA10103-DPB10601 with pseudo-sequence HLA-DPA10103-DPB10601. The binding affinity (normalized) is 0.900.